From a dataset of Full USPTO retrosynthesis dataset with 1.9M reactions from patents (1976-2016). Predict the reactants needed to synthesize the given product. (1) Given the product [CH3:1][O:2][C:3]1[CH:4]=[CH:5][C:6]([CH2:7][N:8]([C:22]2[S:23][CH:24]=[CH:25][N:26]=2)[S:9]([C:12]2[CH:13]=[CH:14][C:15]3[N:20]([C:30]4[CH:35]=[CH:34][CH:33]=[CH:32][C:31]=4[S:36]([CH3:39])(=[O:38])=[O:37])[CH2:19][CH2:18][O:17][C:16]=3[CH:21]=2)(=[O:11])=[O:10])=[CH:27][CH:28]=1, predict the reactants needed to synthesize it. The reactants are: [CH3:1][O:2][C:3]1[CH:28]=[CH:27][C:6]([CH2:7][N:8]([C:22]2[S:23][CH:24]=[CH:25][N:26]=2)[S:9]([C:12]2[CH:13]=[CH:14][C:15]3[NH:20][CH2:19][CH2:18][O:17][C:16]=3[CH:21]=2)(=[O:11])=[O:10])=[CH:5][CH:4]=1.F[C:30]1[CH:35]=[CH:34][CH:33]=[CH:32][C:31]=1[S:36]([CH3:39])(=[O:38])=[O:37].C(=O)([O-])[O-].[Cs+].[Cs+]. (2) Given the product [Br:1][C:2]1[CH:3]=[C:4]2[C:9](=[CH:10][CH:11]=1)[N:8]=[N:7][CH:6]=[C:5]2[Cl:17], predict the reactants needed to synthesize it. The reactants are: [Br:1][C:2]1[CH:3]=[C:4]2[C:9](=[CH:10][CH:11]=1)[NH:8][N:7]=[CH:6][C:5]2=O.[OH-].[Na+].O=P(Cl)(Cl)[Cl:17]. (3) Given the product [CH:17]1[C:18]2[C:23](=[CH:22][CH:21]=[CH:20][CH:19]=2)[CH:24]=[CH:25][C:16]=1[C:11]1[CH2:12][CH:13]2[NH:8][CH:9]([CH2:15][CH2:14]2)[CH:10]=1, predict the reactants needed to synthesize it. The reactants are: C(OC([N:8]1[CH:13]2[CH2:14][CH2:15][CH:9]1[CH2:10][C:11](O)([C:16]1[CH:25]=[CH:24][C:23]3[C:18](=[CH:19][CH:20]=[CH:21][CH:22]=3)[CH:17]=1)[CH2:12]2)=O)(C)(C)C.C(O)(C(F)(F)F)=O. (4) Given the product [CH3:22][O:21][C:18]1[CH:19]=[CH:20][C:15]2[NH:14][C:13](=[O:23])[N:12]([CH2:11][C@H:8]3[CH2:9][CH2:10][C@H:5]([C:3]([OH:4])=[O:2])[CH2:6][CH2:7]3)[C:16]=2[CH:17]=1, predict the reactants needed to synthesize it. The reactants are: C[O:2][C:3]([C@H:5]1[CH2:10][CH2:9][C@H:8]([CH2:11][N:12]2[C:16]3[CH:17]=[C:18]([O:21][CH3:22])[CH:19]=[CH:20][C:15]=3[NH:14][C:13]2=[O:23])[CH2:7][CH2:6]1)=[O:4].[Li+].[OH-].